Predict the reaction yield, written as a fraction of the theoretical maximum amount of product (1.0 means a 100% yield; for example, 0.34 means a 34% yield). From a dataset of Reaction yield outcomes from USPTO patents with 853,638 reactions. (1) The reactants are [CH3:1][O:2][C:3]1[CH:16]=[CH:15][C:6]([O:7][C:8]2[CH:9]=[N:10][C:11]([OH:14])=[N:12][CH:13]=2)=[CH:5][CH:4]=1.[CH3:17][N:18]([C:22]1[CH:27]=[CH:26][CH:25]=[CH:24][CH:23]=1)[C:19](Cl)=[O:20].N12CCN(CC1)CC2.O. The catalyst is CN(C)C=O. The product is [CH3:1][O:2][C:3]1[CH:16]=[CH:15][C:6]([O:7][C:8]2[CH:9]=[N:10][C:11]([O:14][C:19](=[O:20])[N:18]([CH3:17])[C:22]3[CH:27]=[CH:26][CH:25]=[CH:24][CH:23]=3)=[N:12][CH:13]=2)=[CH:5][CH:4]=1. The yield is 0.790. (2) The catalyst is O.C(Cl)Cl.C(O)C. The product is [C:20]1([NH:26][C:27]([NH:3][CH:4]2[CH2:12][CH2:11][C:7]3[NH:8][CH:9]=[N:10][C:6]=3[CH2:5]2)=[S:28])[CH:25]=[CH:24][CH:23]=[CH:22][CH:21]=1. The reactants are Cl.Cl.[NH2:3][CH:4]1[CH2:12][CH2:11][C:7]2[NH:8][CH:9]=[N:10][C:6]=2[CH2:5]1.C(N(CC)CC)C.[C:20]1([N:26]=[C:27]=[S:28])[CH:25]=[CH:24][CH:23]=[CH:22][CH:21]=1.Cl. The yield is 0.520. (3) The reactants are [C:1](=[O:23])(OC1C=CC([N+]([O-])=O)=CC=1)[O:2][CH2:3][C:4]1[CH:9]=[CH:8][C:7]([N:10]=[N+:11]=[N-:12])=[CH:6][CH:5]=1.[S:24]1[CH2:28][C@@H:27]([C:29]([OH:31])=[O:30])[NH:26][CH2:25]1.C(N(CC)CC)C.C(O)=O. The catalyst is CN(C)C=O. The product is [N:10]([C:7]1[CH:6]=[CH:5][C:4]([CH2:3][O:2][C:1]([N:26]2[C@H:27]([C:29]([OH:31])=[O:30])[CH2:28][S:24][CH2:25]2)=[O:23])=[CH:9][CH:8]=1)=[N+:11]=[N-:12]. The yield is 0.920.